This data is from Reaction yield outcomes from USPTO patents with 853,638 reactions. The task is: Predict the reaction yield, written as a fraction of the theoretical maximum amount of product (1.0 means a 100% yield; for example, 0.34 means a 34% yield). (1) The reactants are [N+:1]([C:4]1[CH:9]=[CH:8][C:7]([C:10]2([C:13]([O:15][CH3:16])=[O:14])[CH2:12][CH2:11]2)=[CH:6][CH:5]=1)([O-])=O. The catalyst is CO.[Ni]. The product is [NH2:1][C:4]1[CH:5]=[CH:6][C:7]([C:10]2([C:13]([O:15][CH3:16])=[O:14])[CH2:12][CH2:11]2)=[CH:8][CH:9]=1. The yield is 0.660. (2) The reactants are [O:1]=[C:2]1[N:10]([CH2:11][CH2:12][CH3:13])[C:9]2[N:8]=[C:7]([C:14]34[CH2:21][CH2:20][C:17]([CH:22]=O)([CH2:18][CH2:19]3)[CH2:16][CH2:15]4)[NH:6][C:5]=2[C:4](=[O:24])[N:3]1[CH2:25][CH2:26][CH3:27].Cl.[NH2:29][OH:30].CC([O-])=O.[Na+]. The catalyst is CO.O. The product is [O:1]=[C:2]1[N:10]([CH2:11][CH2:12][CH3:13])[C:9]2[N:8]=[C:7]([C:14]34[CH2:15][CH2:16][C:17]([CH:22]=[N:29][OH:30])([CH2:18][CH2:19]3)[CH2:20][CH2:21]4)[NH:6][C:5]=2[C:4](=[O:24])[N:3]1[CH2:25][CH2:26][CH3:27]. The yield is 0.840. (3) The reactants are [Cl-].O[NH3+:3].[C:4](=[O:7])([O-])[OH:5].[Na+].CS(C)=O.[CH3:13][C:14]1[CH:15]=[N:16][N:17]2[C:22]([CH2:23][CH2:24][CH3:25])=[C:21]([CH2:26][C:27]3[CH:32]=[CH:31][C:30]([C:33]4[C:34]([C:39]#[N:40])=[CH:35][CH:36]=[CH:37][CH:38]=4)=[CH:29][CH:28]=3)[C:20](=[O:41])[N:19]([CH:42]3[CH2:47][CH2:46][O:45][CH2:44][CH2:43]3)[C:18]=12. The catalyst is C(OCC)(=O)C. The product is [CH3:13][C:14]1[CH:15]=[N:16][N:17]2[C:22]([CH2:23][CH2:24][CH3:25])=[C:21]([CH2:26][C:27]3[CH:28]=[CH:29][C:30]([C:33]4[CH:38]=[CH:37][CH:36]=[CH:35][C:34]=4[C:39]4[NH:3][C:4](=[O:7])[O:5][N:40]=4)=[CH:31][CH:32]=3)[C:20](=[O:41])[N:19]([CH:42]3[CH2:47][CH2:46][O:45][CH2:44][CH2:43]3)[C:18]=12. The yield is 0.580.